This data is from Forward reaction prediction with 1.9M reactions from USPTO patents (1976-2016). The task is: Predict the product of the given reaction. (1) Given the reactants [N+:1]([CH:3](S(C1C=CC(C)=CC=1)(=O)=O)[CH2:4][CH3:5])#[C-:2].[F:16][C:17]1[CH:24]=[C:23]([C:25]([F:28])([F:27])[F:26])[CH:22]=[CH:21][C:18]=1[CH:19]=[O:20].C([O-])([O-])=O.[K+].[K+], predict the reaction product. The product is: [CH2:4]([C:3]1[N:1]=[CH:2][O:20][C:19]=1[C:18]1[CH:21]=[CH:22][C:23]([C:25]([F:26])([F:27])[F:28])=[CH:24][C:17]=1[F:16])[CH3:5]. (2) Given the reactants [CH3:1][O:2][C:3]1[CH:27]=[CH:26][CH:25]=[CH:24][C:4]=1[CH2:5][C:6]1[CH:7]=[CH:8][C:9]([N+:21]([O-])=O)=[C:10]([CH:12]([C:14]2[N:18]([CH3:19])[N:17]=[CH:16][C:15]=2I)[OH:13])[CH:11]=1.ClC1C=CC(CC2C=CC([N+]([O-])=O)=C(C(C3N(C)N=CC=3I)O)C=2)=CC=1, predict the reaction product. The product is: [CH3:1][O:2][C:3]1[CH:27]=[CH:26][CH:25]=[CH:24][C:4]=1[CH2:5][C:6]1[CH:7]=[CH:8][C:9]2[NH:21][C:15]3[CH:16]=[N:17][N:18]([CH3:19])[C:14]=3[C:12](=[O:13])[C:10]=2[CH:11]=1. (3) Given the reactants [NH2:1][C:2]([CH3:40])([CH3:39])[CH:3]=[C:4]([C:7]([N:9]1[CH2:13][CH2:12][CH2:11][C@H:10]1[CH2:14][N:15]1[C:19]2=[N:20][CH:21]=[N:22][C:23]([NH2:24])=[C:18]2[C:17]([C:25]2[CH:30]=[CH:29][C:28]([O:31][C:32]3[CH:37]=[CH:36][CH:35]=[CH:34][CH:33]=3)=[CH:27][C:26]=2[F:38])=[N:16]1)=[O:8])[C:5]#[N:6].C(=O)([O-])[O-].[K+].[K+].Br[CH2:48][CH2:49][O:50][CH3:51], predict the reaction product. The product is: [NH2:24][C:23]1[N:22]=[CH:21][N:20]=[C:19]2[N:15]([CH2:14][C@@H:10]3[CH2:11][CH2:12][CH2:13][N:9]3[C:7]([C:4](=[CH:3][C:2]([NH:1][CH2:48][CH2:49][O:50][CH3:51])([CH3:40])[CH3:39])[C:5]#[N:6])=[O:8])[N:16]=[C:17]([C:25]3[CH:30]=[CH:29][C:28]([O:31][C:32]4[CH:37]=[CH:36][CH:35]=[CH:34][CH:33]=4)=[CH:27][C:26]=3[F:38])[C:18]=12.